Dataset: Full USPTO retrosynthesis dataset with 1.9M reactions from patents (1976-2016). Task: Predict the reactants needed to synthesize the given product. (1) Given the product [NH2:5][C:8]1[CH:9]=[C:10]([NH:14][C:15]([C:17]2[C:18]([C:23]3[CH:28]=[CH:27][C:26]([C:29]([F:30])([F:31])[F:32])=[CH:25][CH:24]=3)=[CH:19][CH:20]=[CH:21][CH:22]=2)=[O:16])[CH:11]=[CH:12][CH:13]=1, predict the reactants needed to synthesize it. The reactants are: C([O-])=O.[NH4+].[N+:5]([C:8]1[CH:9]=[C:10]([NH:14][C:15]([C:17]2[C:18]([C:23]3[CH:28]=[CH:27][C:26]([C:29]([F:32])([F:31])[F:30])=[CH:25][CH:24]=3)=[CH:19][CH:20]=[CH:21][CH:22]=2)=[O:16])[CH:11]=[CH:12][CH:13]=1)([O-])=O.C1COCC1. (2) Given the product [S:6]1[CH:10]=[CH:9][CH:8]=[C:7]1[Si:15]([O:19][CH3:20])([O:16][CH3:17])[O:14][CH3:12], predict the reactants needed to synthesize it. The reactants are: C([Li])CCC.[S:6]1[CH:10]=[CH:9][CH:8]=[CH:7]1.[Li].[CH2:12]([O:14][Si:15](OCC)([O:19][CH2:20]C)[O:16][CH2:17]C)C. (3) Given the product [CH3:1][C@@H:2]([NH:6][C:8]1[C:13]([C:14]([O:16][CH2:17][CH3:18])=[O:15])=[CH:12][N:11]=[C:10]2[N:19]([CH2:22][CH3:23])[N:20]=[CH:21][C:9]=12)[CH:3]([CH3:5])[CH3:4], predict the reactants needed to synthesize it. The reactants are: [CH3:1][C@@H:2]([NH2:6])[CH:3]([CH3:5])[CH3:4].Cl[C:8]1[C:13]([C:14]([O:16][CH2:17][CH3:18])=[O:15])=[CH:12][N:11]=[C:10]2[N:19]([CH2:22][CH3:23])[N:20]=[CH:21][C:9]=12.CCN(C(C)C)C(C)C. (4) Given the product [F:25][C:24]([F:26])([F:27])[C:22]1[CH:21]=[C:28]([C:30]([F:31])([F:32])[F:33])[N:16]=[C:14]([C:7]2[C:8]3[C:9](=[N:10][CH:11]=[CH:12][CH:13]=3)[N:5]([CH2:4][C:3]3[CH:17]=[CH:18][CH:19]=[CH:20][C:2]=3[F:1])[N:6]=2)[N:15]=1, predict the reactants needed to synthesize it. The reactants are: [F:1][C:2]1[CH:20]=[CH:19][CH:18]=[CH:17][C:3]=1[CH2:4][N:5]1[C:9]2=[N:10][CH:11]=[CH:12][CH:13]=[C:8]2[C:7]([C:14]([NH2:16])=[NH:15])=[N:6]1.[CH2:21]([C:28]([C:30]([F:33])([F:32])[F:31])=O)[C:22]([C:24]([F:27])([F:26])[F:25])=O. (5) Given the product [CH:28]1([CH2:27][NH:26][C:3](=[O:25])[C:4]2[CH:9]=[CH:8][C:7]([NH:10][CH2:11][C:12]3[C:13]([C:18]4[CH:23]=[CH:22][C:21]([F:24])=[CH:20][CH:19]=4)=[N:14][O:15][C:16]=3[CH3:17])=[N:6][CH:5]=2)[CH2:30][CH2:29]1, predict the reactants needed to synthesize it. The reactants are: CO[C:3](=[O:25])[C:4]1[CH:9]=[CH:8][C:7]([NH:10][CH2:11][C:12]2[C:13]([C:18]3[CH:23]=[CH:22][C:21]([F:24])=[CH:20][CH:19]=3)=[N:14][O:15][C:16]=2[CH3:17])=[N:6][CH:5]=1.[NH2:26][CH2:27][CH:28]1[CH2:30][CH2:29]1. (6) Given the product [CH2:19]([O:4][C:5]1[C:14]2[N:13]=[CH:12][CH:11]=[CH:10][C:9]=2[C:8]([S:15]([O-:18])(=[O:17])=[O:16])=[CH:7][CH:6]=1)[C:20]1[CH:25]=[CH:24][CH:23]=[CH:22][CH:21]=1.[Na+:2], predict the reactants needed to synthesize it. The reactants are: [OH-].[Na+:2].O.[OH:4][C:5]1[C:14]2[N:13]=[CH:12][CH:11]=[CH:10][C:9]=2[C:8]([S:15]([OH:18])(=[O:17])=[O:16])=[CH:7][CH:6]=1.[CH2:19](Cl)[C:20]1[CH:25]=[CH:24][CH:23]=[CH:22][CH:21]=1.